Task: Predict which catalyst facilitates the given reaction.. Dataset: Catalyst prediction with 721,799 reactions and 888 catalyst types from USPTO (1) Reactant: [C:1]1([C:7]2[O:11][CH:10]=[N:9][C:8]=2[C:12]([OH:14])=O)[CH:6]=[CH:5][CH:4]=[CH:3][CH:2]=1.Cl.[F:16][C:17]1[CH:30]=[CH:29][C:20]([C:21]([CH:23]2[CH2:28][CH2:27][NH:26][CH2:25][CH2:24]2)=[O:22])=[CH:19][CH:18]=1.F[B-](F)(F)F.N1(OC(N(C)C)=[N+](C)C)C2C=CC=CC=2N=N1.C(N(C(C)C)CC)(C)C. Product: [F:16][C:17]1[CH:30]=[CH:29][C:20]([C:21]([CH:23]2[CH2:28][CH2:27][N:26]([C:12]([C:8]3[N:9]=[CH:10][O:11][C:7]=3[C:1]3[CH:2]=[CH:3][CH:4]=[CH:5][CH:6]=3)=[O:14])[CH2:25][CH2:24]2)=[O:22])=[CH:19][CH:18]=1. The catalyst class is: 9. (2) Reactant: Br[C:2]1[S:3][CH:4]=[CH:5][N:6]=1.[CH:7]([C:9]1[CH:14]=[CH:13][CH:12]=[CH:11][C:10]=1B(O)O)=[O:8].C([O-])(O)=O.[Na+]. Product: [S:3]1[CH:4]=[CH:5][N:6]=[C:2]1[C:10]1[CH:11]=[CH:12][CH:13]=[CH:14][C:9]=1[CH:7]=[O:8]. The catalyst class is: 108. (3) Reactant: C(N)CN.CCCC[N+](CCCC)(CCCC)CCCC.[F-].[N:23]1([C:29]2[CH:30]=[C:31]3[CH:37]=[CH:36][N:35](COCC[Si](C)(C)C)[C:32]3=[N:33][CH:34]=2)[CH2:28][CH2:27][O:26][CH2:25][CH2:24]1.C([O-])(O)=O.[Na+]. Product: [N:23]1([C:29]2[CH:30]=[C:31]3[CH:37]=[CH:36][NH:35][C:32]3=[N:33][CH:34]=2)[CH2:24][CH2:25][O:26][CH2:27][CH2:28]1. The catalyst class is: 1. (4) Reactant: F[C:2](F)(F)[C:3]([NH:5][C:6]1[CH:11]=[CH:10][N:9]2[CH:12]=[C:13]([CH3:15])[N:14]=[C:8]2[C:7]=1I)=O.[C:19]1(C#C)[CH:24]=[CH:23][CH:22]=[CH:21][CH:20]=1.[O-]P([O-])([O-])=O.[K+].[K+].[K+]. Product: [CH3:15][C:13]1[CH2:12][N:9]2[CH:10]=[CH:11][C:6]3[C:7]([CH:2]=[C:3]([C:19]4[CH:24]=[CH:23][CH:22]=[CH:21][CH:20]=4)[N:5]=3)=[C:8]2[N:14]=1. The catalyst class is: 3. (5) Reactant: [NH2:1][C:2]1[S:14][C:13]2[CH2:12][C@@H:11]3[C@H:6]([CH2:7][C@@H:8]([C:16]([N:18]([CH2:28][CH3:29])[C:19]([NH:21][C@@H:22]([CH3:27])[CH2:23][N:24]([CH3:26])[CH3:25])=[O:20])=[O:17])[CH2:9][N:10]3[CH3:15])[CH2:5][C:4]=2[C:3]=1[C:30]#[N:31].[ClH:32].C(OC(C)C)(C)C. Product: [ClH:32].[ClH:32].[NH2:1][C:2]1[S:14][C:13]2[CH2:12][C@@H:11]3[C@H:6]([CH2:7][C@@H:8]([C:16]([N:18]([CH2:28][CH3:29])[C:19]([NH:21][C@@H:22]([CH3:27])[CH2:23][N:24]([CH3:25])[CH3:26])=[O:20])=[O:17])[CH2:9][N:10]3[CH3:15])[CH2:5][C:4]=2[C:3]=1[C:30]#[N:31]. The catalyst class is: 41. (6) Reactant: [CH3:1][C:2]1([CH3:10])[O:6][C@@H:5]([CH2:7][CH2:8][OH:9])[CH2:4][O:3]1.[H-].[Na+].[CH3:13][O:14][C:15]1[CH:22]=[CH:21][C:18](CCl)=[CH:17][CH:16]=1. Product: [CH3:13][O:14][C:15]1[CH:22]=[CH:21][C:18]([O:9][CH2:8][CH2:7][C@H:5]2[CH2:4][O:3][C:2]([CH3:10])([CH3:1])[O:6]2)=[CH:17][CH:16]=1. The catalyst class is: 1.